Binary Classification. Given a miRNA mature sequence and a target amino acid sequence, predict their likelihood of interaction. From a dataset of Experimentally validated miRNA-target interactions with 360,000+ pairs, plus equal number of negative samples. (1) The miRNA is mmu-miR-501-5p with sequence AAUCCUUUGUCCCUGGGUGAAA. The protein sequence of the target gene is MISLPGPLVTNLLRFLFLGLSALAPPSRAQLQLHLPANRLQAVEGGEVVLPAWYTLHGEVSSSQPWEVPFVMWFFKQKEKEDQVLSYINGVTTSKPGVSLVYSMPSRNLSLRLEGLQEKDSGPYSCSVNVQDKQGKSRGHSIKTLELNVLVPPAPPSCRLQGVPHVGANVTLSCQSPRSKPAVQYQWDRQLPSFQTFFAPALDVIRGSLSLTNLSSSMAGVYVCKAHNEVGTAQCNVTLEVSTGPGAAVVAGAVVGTLVGLGLLAGLVLLYHRRGKALEEPANDIKEDAIAPRTLPWPKS.... Result: 0 (no interaction). (2) The miRNA is hsa-miR-378a-5p with sequence CUCCUGACUCCAGGUCCUGUGU. The protein sequence of the target gene is MSKPPPKPVKPGQVKVFRALYTFEPRTPDELYFEEGDIIYITDMSDTNWWKGTSKGRTGLIPSNYVAEQAESIDNPLHEAAKRGNLSWLRECLDNRVGVNGLDKAGSTALYWACHGGHKDIVEMLFTQPNIELNQQNKLGDTALHAAAWKGYADIVQLLLAKGARTDLRNIEKKLAFDMATNAACASLLKKKQGTDAVRTLSNAEDYLDDEDSD. Result: 1 (interaction). (3) The miRNA is hsa-miR-7154-5p with sequence UUCAUGAACUGGGUCUAGCUUGG. The protein sequence of the target gene is MPFPVTTQGSQQTQPPQRHYGITSPISLAAPKETDCLLTQKLIETLKPFGVFEEEEELQRRILILGKLNNLVKEWIREISESKNLPQSVIENVGGKIFTFGSYRLGVHTKGADIDALCVAPRHVDRSDFFTSFYDKLKLQEEVKDLRAVEEAFVPVIKLCFDGIEIDILFARLALQTIPEDLDLRDDSLLKNLDIRCIRSLNGCRVTDEILHLVPNIDNFRLTLRAIKLWAKRHNIYSNILGFLGGVSWAMLVARTCQLYPNAIASTLVHKFFLVFSKWEWPNPVLLKQPEECNLNLPVW.... Result: 0 (no interaction). (4) The miRNA is mmu-miR-710 with sequence CCAAGUCUUGGGGAGAGUUGAG. The protein sequence of the target gene is MDRHSSYFFIWLQLELCAMAVLLTKGEIRCYCDAAHCVATGYMCKSELSACFSRLLDPQNTNSPLTHGCLDSLASTADICRAKQAQNHSGPAMPTLECCHEDMCNYRGLHDVLSPSKSEASGQGNRYQHDSSRNLITKMQELTSSKELWFRAAVIAVPIAGGLILVLLIMLALRMLRSENKRLQDERQQMLSRLHYSFHGHHSKKGQVAKLDLECMVPVSGQENCCLTCDKMRQAELSNEKILSLVHWGMYSGHGKLEFI. Result: 0 (no interaction). (5) The miRNA is hsa-miR-6843-3p with sequence AUGGUCUCCUGUUCUCUGCAG. The protein sequence of the target gene is MTKNEKKSLNQSLAEWKLFIYNPTTGEFLGRTAKSWGLILLFYLVFYGFLAALFSFTMWVMLQTLNDEVPKYRDQIPSPGLMVFPKPVTALEYTFSRSDPTSYAGYIEDLKKFLKPYTLEEQKNLTVCPDGALFEQKGPVYVACQFPISLLQACSGMNDPDFGYSQGNPCILVKMNRIIGLKPEGVPRIDCVSKNEDIPNVAVYPHNGMIDLKYFPYYGKKLHVGYLQPLVAVQVSFAPNNTGKEVTVECKIDGSANLKSQDDRDKFLGRVMFKITARA. Result: 1 (interaction). (6) The miRNA is hsa-miR-3664-3p with sequence UCUCAGGAGUAAAGACAGAGUU. The protein sequence of the target gene is MAEQLAFLIGGIIGGLLLLIGVSCCLWRRFCATFTYEELPETSDPATISYFSRKEDRLYQYSGTPPGRLPSVPFVVPPSHQGRDWVPLHGGDWAVAPQDPCPVPEHMACTSSAKPGDACEMGSINPELYKSPEDTSETGFPDGCLGRLWFSVEYQQESERLLVGLIKAQQLQVPSETCSTLVKLHLLPDERRFLQSKTKHKICNPQFDENFIFQVSSKSVTQRVLKFSVYHVNKKRKHQLLGQVLFPLKNETLAGDHHRIIWRDLEAKNLEPPSEFGDIQFCLSYNDYLSRLTVVVLRAK.... Result: 0 (no interaction). (7) The miRNA is hsa-miR-1324 with sequence CCAGACAGAAUUCUAUGCACUUUC. The protein sequence of the target gene is MLPCKKRRTTVTESLQHKGNQEENNVDLESAVKPESDQVKDLSSVSLSWDPSHGRVAGFEVQSLQDAGNQLGMEDTSLSSGMLTQNTNVPILEGVDVAISQGITLPSLESFHPLNIHIGKGKLHATGSKRGKKMTLRPGPVTQEDRCDHLTLKEPFSGEPSEEVKEEGGKPQMNSEGEIPSLPSGSQSAKPVSQPRKSTQPDVCASPQEKPLRTLFHQPEEEIEDGGLFIPMEEQDNEESEKRRKKKKGTKRKRDGRGQEGTLAYDLKLDDMLDRTLEDGAKQHNLTAVNVRNILHEVIT.... Result: 0 (no interaction).